From a dataset of Full USPTO retrosynthesis dataset with 1.9M reactions from patents (1976-2016). Predict the reactants needed to synthesize the given product. (1) The reactants are: [C:1]1([NH:7][C:8]([C:10]2[N:11]=[C:12]([CH2:22][N:23]([C:25]3[CH:30]=[CH:29][C:28]([F:31])=[CH:27][CH:26]=3)[CH3:24])[N:13]([C:15]3[CH:20]=[CH:19][C:18]([Cl:21])=[CH:17][CH:16]=3)[CH:14]=2)=O)[CH:6]=[CH:5][CH:4]=[CH:3][CH:2]=1.B.CSC. Given the product [Cl:21][C:18]1[CH:19]=[CH:20][C:15]([N:13]2[CH:14]=[C:10]([CH2:8][NH:7][C:1]3[CH:6]=[CH:5][CH:4]=[CH:3][CH:2]=3)[N:11]=[C:12]2[CH2:22][N:23]([C:25]2[CH:30]=[CH:29][C:28]([F:31])=[CH:27][CH:26]=2)[CH3:24])=[CH:16][CH:17]=1, predict the reactants needed to synthesize it. (2) Given the product [C:1]1([C:7]2[C:15]3[C:10](=[CH:11][CH:12]=[C:13]([N:16]4[CH:20]=[CH:19][CH:18]=[CH:17]4)[CH:14]=3)[NH:9][C:8]=2[C:21]([OH:23])=[O:22])[CH:2]=[CH:3][CH:4]=[CH:5][CH:6]=1, predict the reactants needed to synthesize it. The reactants are: [C:1]1([C:7]2[C:15]3[C:10](=[CH:11][CH:12]=[C:13]([N:16]4[CH:20]=[CH:19][CH:18]=[CH:17]4)[CH:14]=3)[NH:9][C:8]=2[C:21]([O:23]CC)=[O:22])[CH:6]=[CH:5][CH:4]=[CH:3][CH:2]=1. (3) Given the product [F:1][C:2]1[CH:7]=[CH:6][CH:5]=[C:4]([F:8])[C:3]=1[CH:9]=[CH:10][C:11]([C:13]1[N:14]=[C:15]([CH:18]2[CH2:23][CH2:22][N:21]([C:24](=[O:36])[CH2:25][N:26]3[C:30]([CH3:31])=[CH:29][C:28]([C:32]([F:35])([F:34])[F:33])=[N:27]3)[CH2:20][CH2:19]2)[S:16][CH:17]=1)=[N:38][OH:39], predict the reactants needed to synthesize it. The reactants are: [F:1][C:2]1[CH:7]=[CH:6][CH:5]=[C:4]([F:8])[C:3]=1[CH:9]=[CH:10][C:11]([C:13]1[N:14]=[C:15]([CH:18]2[CH2:23][CH2:22][N:21]([C:24](=[O:36])[CH2:25][N:26]3[C:30]([CH3:31])=[CH:29][C:28]([C:32]([F:35])([F:34])[F:33])=[N:27]3)[CH2:20][CH2:19]2)[S:16][CH:17]=1)=O.Cl.[NH2:38][OH:39]. (4) Given the product [Cl:31][C:2]1[CH:7]=[C:6]([CH3:8])[N:5]=[C:4]([C:9]2[CH:14]=[CH:13][CH:12]=[C:11]([CH2:15][CH2:16][CH2:17][O:18][N:19]=[C:20]([C:22]3[CH:27]=[CH:26][CH:25]=[C:24]([CH3:28])[N:23]=3)[CH3:21])[N:10]=2)[CH:3]=1, predict the reactants needed to synthesize it. The reactants are: O[C:2]1[CH:7]=[C:6]([CH3:8])[N:5]=[C:4]([C:9]2[CH:14]=[CH:13][CH:12]=[C:11]([CH2:15][CH2:16][CH2:17][O:18]/[N:19]=[C:20](/[C:22]3[CH:27]=[CH:26][CH:25]=[C:24]([CH3:28])[N:23]=3)\[CH3:21])[N:10]=2)[CH:3]=1.P(Cl)(Cl)([Cl:31])=O. (5) Given the product [C:15]([O:19][C:20]([N:22]1[CH2:31][CH2:30][C:29]2[C:24](=[CH:25][CH:26]=[C:27]([NH:32][C:6]3[N:7]=[C:2]([Cl:1])[CH:3]=[C:4]([N:9]4[CH2:14][CH2:13][O:12][CH2:11][CH2:10]4)[N:5]=3)[CH:28]=2)[CH2:23]1)=[O:21])([CH3:18])([CH3:16])[CH3:17], predict the reactants needed to synthesize it. The reactants are: [Cl:1][C:2]1[N:7]=[C:6](I)[N:5]=[C:4]([N:9]2[CH2:14][CH2:13][O:12][CH2:11][CH2:10]2)[CH:3]=1.[C:15]([O:19][C:20]([N:22]1[CH2:31][CH2:30][C:29]2[C:24](=[CH:25][CH:26]=[C:27]([NH2:32])[CH:28]=2)[CH2:23]1)=[O:21])([CH3:18])([CH3:17])[CH3:16].CC1(C)C2C(=C(P(C3C=CC=CC=3)C3C=CC=CC=3)C=CC=2)OC2C(P(C3C=CC=CC=3)C3C=CC=CC=3)=CC=CC1=2. (6) Given the product [N:1]1([C:6]2[CH:15]=[CH:14][C:9]([C:10]([OH:12])=[O:11])=[CH:8][N:7]=2)[CH:5]=[N:4][N:3]=[N:2]1, predict the reactants needed to synthesize it. The reactants are: [N:1]1([C:6]2[CH:15]=[CH:14][C:9]([C:10]([O:12]C)=[O:11])=[CH:8][N:7]=2)[CH:5]=[N:4][N:3]=[N:2]1.[OH-].[Li+]. (7) Given the product [Cl:16][C:17]1[N:22]=[C:21]([NH:2][CH:3]2[C:15]3[CH:14]=[CH:13][CH:12]=[CH:11][C:10]=3[C:9]3[C:4]2=[CH:5][CH:6]=[CH:7][CH:8]=3)[C:20]([F:24])=[CH:19][N:18]=1, predict the reactants needed to synthesize it. The reactants are: Cl.[NH2:2][CH:3]1[C:15]2[CH:14]=[CH:13][CH:12]=[CH:11][C:10]=2[C:9]2[C:4]1=[CH:5][CH:6]=[CH:7][CH:8]=2.[Cl:16][C:17]1[N:22]=[C:21](Cl)[C:20]([F:24])=[CH:19][N:18]=1.C(N(C(C)C)CC)(C)C. (8) Given the product [CH3:4][C:3]1([CH3:5])[O:6][C@@H:7]([CH2:29][C:27]([OH:8])=[O:28])[C:1](=[O:9])[O:2]1, predict the reactants needed to synthesize it. The reactants are: [CH3:1][O:2][C:3]([O:6][CH3:7])([CH3:5])[CH3:4].[OH2:8].[O-2:9].[O-2].[O-2].O=[Si]=O.O=[Si]=O.O=[Si]=O.O=[Si]=O.[Al+3].[Al+3].C[C:27]([CH3:29])=[O:28]. (9) Given the product [Br:1][C:2]1[CH:10]=[C:9]2[NH:8][C:7](=[O:18])[C:6]3([CH2:19][S:40][CH2:25]3)[C:5]2=[CH:4][CH:3]=1, predict the reactants needed to synthesize it. The reactants are: [Br:1][C:2]1[CH:10]=[C:9]2[C:5]([C:6]([CH2:25]OS(C)(=O)=O)([CH2:19]OS(C)(=O)=O)[C:7](=[O:18])[N:8]2C(OC(C)(C)C)=O)=[CH:4][CH:3]=1.O.O.O.O.O.O.O.O.O.[S-2:40].[Na+].[Na+].[Cl-].[NH4+].